Dataset: Forward reaction prediction with 1.9M reactions from USPTO patents (1976-2016). Task: Predict the product of the given reaction. Given the reactants [Cl:1][C:2]1[C:34]([C:35]([F:38])([F:37])[F:36])=[CH:33][CH:32]=[CH:31][C:3]=1[C:4]([NH:6][CH:7]([C:14]1([N:19]([CH2:21][CH2:22][O:23][Si](C(C)(C)C)(C)C)[CH3:20])[CH2:18][CH2:17][CH2:16][CH2:15]1)[C:8]1[CH:13]=[CH:12][CH:11]=[CH:10][CH:9]=1)=[O:5].[F-].C([N+](CCCC)(CCCC)CCCC)CCC, predict the reaction product. The product is: [Cl:1][C:2]1[C:34]([C:35]([F:36])([F:37])[F:38])=[CH:33][CH:32]=[CH:31][C:3]=1[C:4]([NH:6][CH:7]([C:14]1([N:19]([CH2:21][CH2:22][OH:23])[CH3:20])[CH2:18][CH2:17][CH2:16][CH2:15]1)[C:8]1[CH:9]=[CH:10][CH:11]=[CH:12][CH:13]=1)=[O:5].